This data is from Full USPTO retrosynthesis dataset with 1.9M reactions from patents (1976-2016). The task is: Predict the reactants needed to synthesize the given product. Given the product [CH3:1][O:2][C:3]([C:5]1[CH:6]=[C:7]2[C:11](=[CH:12][CH:13]=1)[NH:10][CH:9]=[C:8]2[C:24]([CH:20]1[C:21]([CH3:23])([CH3:22])[C:19]1([CH3:27])[CH3:18])=[O:25])=[O:4], predict the reactants needed to synthesize it. The reactants are: [CH3:1][O:2][C:3]([C:5]1[CH:6]=[C:7]2[C:11](=[CH:12][CH:13]=1)[NH:10][CH:9]=[CH:8]2)=[O:4].C([Mg]Br)C.[CH3:18][C:19]1([CH3:27])[C:21]([CH3:23])([CH3:22])[CH:20]1[C:24](Cl)=[O:25].